This data is from Forward reaction prediction with 1.9M reactions from USPTO patents (1976-2016). The task is: Predict the product of the given reaction. Given the reactants [C:1]1([C:7]([C:15]2[CH:20]=[CH:19][CH:18]=[CH:17][CH:16]=2)([C:9]2[CH:14]=[CH:13][CH:12]=[CH:11][CH:10]=2)[SH:8])[CH:6]=[CH:5][CH:4]=[CH:3][CH:2]=1.[H-].[Na+].Br[CH2:24][CH2:25]Br.[CH2:27]([CH2:30][NH2:31])[CH:28]=C.[CH3:32]C(N(C)C)=O, predict the reaction product. The product is: [CH2:30]([N:31]([CH3:32])[CH2:24][CH2:25][S:8][C:7]([C:1]1[CH:2]=[CH:3][CH:4]=[CH:5][CH:6]=1)([C:9]1[CH:10]=[CH:11][CH:12]=[CH:13][CH:14]=1)[C:15]1[CH:16]=[CH:17][CH:18]=[CH:19][CH:20]=1)[CH:27]=[CH2:28].